Dataset: Forward reaction prediction with 1.9M reactions from USPTO patents (1976-2016). Task: Predict the product of the given reaction. The product is: [Br:4][C:5]1[C:6]2[N:7]([C:24]([CH3:27])=[N:25][N:26]=2)[C:8]2[CH:13]=[C:12]([CH3:14])[NH:11][C:9]=2[CH:10]=1. Given the reactants [OH-].[Na+].O.[Br:4][C:5]1[C:6]2[N:7]([C:24]([CH3:27])=[N:25][N:26]=2)[C:8]2[CH:13]=[C:12]([CH3:14])[N:11](S(C3C=CC=CC=3)(=O)=O)[C:9]=2[CH:10]=1, predict the reaction product.